This data is from CYP2C9 inhibition data for predicting drug metabolism from PubChem BioAssay. The task is: Regression/Classification. Given a drug SMILES string, predict its absorption, distribution, metabolism, or excretion properties. Task type varies by dataset: regression for continuous measurements (e.g., permeability, clearance, half-life) or binary classification for categorical outcomes (e.g., BBB penetration, CYP inhibition). Dataset: cyp2c9_veith. (1) The compound is CN1CCN(c2ccc([N+](=O)[O-])cc2S(=O)(=O)N2CCOCC2)CC1. The result is 0 (non-inhibitor). (2) The compound is N#CCCn1c(=O)cnc2cnc(Oc3ccccc3)nc21. The result is 0 (non-inhibitor).